This data is from Catalyst prediction with 721,799 reactions and 888 catalyst types from USPTO. The task is: Predict which catalyst facilitates the given reaction. (1) Product: [Cl:11][C:12]1[CH:17]=[C:16]([C:2]2[N:9]=[C:8]([CH3:10])[CH:7]=[CH:6][C:3]=2[C:4]#[N:5])[CH:15]=[CH:14][CH:13]=1. Reactant: Cl[C:2]1[N:9]=[C:8]([CH3:10])[CH:7]=[CH:6][C:3]=1[C:4]#[N:5].[Cl:11][C:12]1[CH:13]=[C:14](B(O)O)[CH:15]=[CH:16][CH:17]=1.O1CCOCC1.C([O-])([O-])=O.[Na+].[Na+]. The catalyst class is: 741. (2) Reactant: Cl[C:2]1[C:7]([CH:8]=[O:9])=[C:6]([Cl:10])[N:5]=[CH:4][N:3]=1.[NH2:11][CH2:12][C:13]([O:15][C:16]([CH3:19])([CH3:18])[CH3:17])=[O:14].C(N(CC)CC)C. Product: [C:16]([O:15][C:13]([CH:12]1[NH:11][C:2]2[N:3]=[CH:4][N:5]=[C:6]([Cl:10])[C:7]=2[CH:8]1[OH:9])=[O:14])([CH3:19])([CH3:18])[CH3:17]. The catalyst class is: 14.